This data is from Reaction yield outcomes from USPTO patents with 853,638 reactions. The task is: Predict the reaction yield, written as a fraction of the theoretical maximum amount of product (1.0 means a 100% yield; for example, 0.34 means a 34% yield). (1) The product is [C:1]([O:5][C:6]([NH:8][C@H:9]([C:12]([OH:14])=[O:13])[CH2:10][O:11][CH2:23][C:22]1[CH:25]=[CH:26][C:19]([O:18][CH3:17])=[CH:20][CH:21]=1)=[O:7])([CH3:4])([CH3:2])[CH3:3]. The yield is 0.620. The reactants are [C:1]([O:5][C:6]([NH:8][C@H:9]([C:12]([OH:14])=[O:13])[CH2:10][OH:11])=[O:7])([CH3:4])([CH3:3])[CH3:2].[H-].[Na+].[CH3:17][O:18][C:19]1[CH:26]=[CH:25][C:22]([CH2:23]Cl)=[CH:21][CH:20]=1. The catalyst is CN(C)C=O. (2) The product is [CH:38]1([CH2:37][C@H:13]([NH:12][C:29](=[O:30])[CH2:28][N:16]([CH3:14])[NH:5][C:4]([NH:3][CH2:1][CH3:2])=[O:11])[C:14]([N:16]([C@@H:28]([CH3:36])[CH:29]([O:33][CH2:34][CH3:35])[O:30][CH2:31][CH3:32])[CH2:17][C:18]2[C:27]3[C:22](=[CH:23][CH:24]=[CH:25][CH:26]=3)[CH:21]=[CH:20][CH:19]=2)=[O:15])[CH2:39][CH2:40][CH2:41][CH2:42][CH2:43]1. The reactants are [CH2:1]([NH:3][C:4](=[O:11])[NH:5]OCC(O)=O)[CH3:2].[NH2:12][C@@H:13]([CH2:37][CH:38]1[CH2:43][CH2:42][CH2:41][CH2:40][CH2:39]1)[C:14]([N:16]([C@@H:28]([CH3:36])[CH:29]([O:33][CH2:34][CH3:35])[O:30][CH2:31][CH3:32])[CH2:17][C:18]1[C:27]2[C:22](=[CH:23][CH:24]=[CH:25][CH:26]=2)[CH:21]=[CH:20][CH:19]=1)=[O:15]. No catalyst specified. The yield is 0.230.